This data is from Full USPTO retrosynthesis dataset with 1.9M reactions from patents (1976-2016). The task is: Predict the reactants needed to synthesize the given product. Given the product [Br:1][C:2]1[CH:3]=[CH:4][C:5]([CH3:9])=[C:6]([O:8][C:16]2[CH:15]=[CH:6][CH:7]=[CH:2][CH:3]=2)[CH:7]=1, predict the reactants needed to synthesize it. The reactants are: [Br:1][C:2]1[CH:3]=[CH:4][C:5]([CH3:9])=[C:6]([OH:8])[CH:7]=1.C(N([CH2:15][CH3:16])CC)C.